From a dataset of Full USPTO retrosynthesis dataset with 1.9M reactions from patents (1976-2016). Predict the reactants needed to synthesize the given product. (1) Given the product [CH3:1][O:2][C:3]1[CH:13]=[CH:12][CH:11]=[C:10]2[C:4]=1[C:5](=[O:7])[NH:38][C:29]([C:30]1[CH:35]=[CH:34][C:33]([O:36][CH3:37])=[CH:32][CH:31]=1)=[CH:14]2, predict the reactants needed to synthesize it. The reactants are: [CH3:1][O:2][C:3]1[CH:13]=[CH:12][CH:11]=[C:10]([CH3:14])[C:4]=1[C:5]([O:7]CC)=O.C([N-]C(C)C)(C)C.[Li+].C1CCCCC1.[C:29](#[N:38])[C:30]1[CH:35]=[CH:34][C:33]([O:36][CH3:37])=[CH:32][CH:31]=1. (2) Given the product [CH2:1]([N:8]1[CH2:13][CH2:12][N:11]([CH2:21][C:22]#[N:23])[CH2:10][CH2:9]1)[C:2]1[CH:3]=[CH:4][CH:5]=[CH:6][CH:7]=1, predict the reactants needed to synthesize it. The reactants are: [CH2:1]([N:8]1[CH2:13][CH2:12][NH:11][CH2:10][CH2:9]1)[C:2]1[CH:7]=[CH:6][CH:5]=[CH:4][CH:3]=1.C(=O)([O-])[O-].[Na+].[Na+].Cl[CH2:21][C:22]#[N:23]. (3) Given the product [OH:14][C:13]1[N:12]=[CH:10][C:3]2[C:2](=[CH:7][CH:6]=[CH:5][CH:4]=2)[N:1]=1, predict the reactants needed to synthesize it. The reactants are: [NH2:1][C:2]1[C:7](Cl)=[CH:6][C:5](Br)=[CH:4][C:3]=1[CH2:10]O.[NH2:12][C:13](N)=[O:14]. (4) Given the product [Cl:1][C:2]1[O:6][C:5]([CH2:7][C:8]2[CH:13]=[CH:12][C:11]([CH2:14][C:15]3[CH:25]=[C:24]([C:26]4[C:27]([NH2:35])=[N:28][C:29]([CH2:32][O:33][CH3:34])=[CH:30][CH:31]=4)[O:17][N:16]=3)=[CH:10][CH:9]=2)=[CH:4][CH:3]=1, predict the reactants needed to synthesize it. The reactants are: [Cl:1][C:2]1[O:6][C:5]([CH2:7][C:8]2[CH:13]=[CH:12][C:11]([CH2:14][C:15](Cl)=[N:16][OH:17])=[CH:10][CH:9]=2)=[CH:4][CH:3]=1.O1CCCC1.[C:24]([C:26]1[C:27]([NH2:35])=[N:28][C:29]([CH2:32][O:33][CH3:34])=[CH:30][CH:31]=1)#[CH:25].C(N(CC)CC)C. (5) Given the product [OH:2][C:3]1[CH:4]=[C:5]2[C:9](=[CH:10][C:11]=1[O:12][CH3:13])[C:8](=[O:14])[CH2:7][CH2:6]2, predict the reactants needed to synthesize it. The reactants are: C[O:2][C:3]1[CH:4]=[C:5]2[C:9](=[CH:10][C:11]=1[O:12][CH3:13])[C:8](=[O:14])[CH2:7][CH2:6]2.[Cl-].[Li+].CN(C=O)C. (6) Given the product [C:13]([O:17][C:18](=[O:29])[C:19]1[CH:20]=[CH:21][C:22]([CH2:25][N:26]([C:8](=[O:9])[CH:7]=[C:5]2[C:4](=[O:11])[O:3][C:2]([CH3:12])([CH3:1])[O:6]2)[O:27][CH3:28])=[CH:23][CH:24]=1)([CH3:16])([CH3:15])[CH3:14], predict the reactants needed to synthesize it. The reactants are: [CH3:1][C:2]1([CH3:12])[O:6][C:5](=[CH:7][C:8](Cl)=[O:9])[C:4](=[O:11])[O:3]1.[C:13]([O:17][C:18](=[O:29])[C:19]1[CH:24]=[CH:23][C:22]([CH2:25][NH:26][O:27][CH3:28])=[CH:21][CH:20]=1)([CH3:16])([CH3:15])[CH3:14]. (7) Given the product [S:1]1[C:5]([C@H:6]([O:25][CH:26]2[CH2:31][CH2:30][CH2:29][CH2:28][O:27]2)/[CH:7]=[CH:8]/[C@@H:9]2[C@@H:16]3[C@@H:12]([O:13][CH:14]([OH:17])[CH2:15]3)[CH2:11][C@H:10]2[O:18][CH:19]2[CH2:24][CH2:23][CH2:22][CH2:21][O:20]2)=[CH:4][C:3]2[CH:32]=[CH:33][CH:34]=[CH:35][C:2]1=2, predict the reactants needed to synthesize it. The reactants are: [S:1]1[C:5]([C@H:6]([O:25][CH:26]2[CH2:31][CH2:30][CH2:29][CH2:28][O:27]2)/[CH:7]=[CH:8]/[C@@H:9]2[C@@H:16]3[C@@H:12]([O:13][C:14](=[O:17])[CH2:15]3)[CH2:11][C@H:10]2[O:18][CH:19]2[CH2:24][CH2:23][CH2:22][CH2:21][O:20]2)=[CH:4][C:3]2[CH:32]=[CH:33][CH:34]=[CH:35][C:2]1=2.CC(C[AlH]CC(C)C)C. (8) Given the product [CH3:21][O:22][C:23](=[O:32])[C:24]1[CH:25]=[CH:26][C:27]([CH:35]([C:34]2[S:5][CH:4]([C:9]3[CH:10]=[CH:11][C:12]([C:15]([F:16])([F:17])[F:18])=[CH:13][CH:14]=3)[N:3]([CH3:2])[CH:33]=2)[O:36][CH3:37])=[CH:28][CH:29]=1, predict the reactants needed to synthesize it. The reactants are: C[C:2]1[N:3]=[C:4]([C:9]2[CH:14]=[CH:13][C:12]([C:15]([F:18])([F:17])[F:16])=[CH:11][CH:10]=2)[S:5]C=1CO.[H-].[Na+].[CH3:21][O:22][C:23](=[O:32])[C:24]1[CH:29]=[CH:28][CH:27]=[C:26](CBr)[CH:25]=1.[CH2:33]1[CH2:37][O:36][CH2:35][CH2:34]1.